This data is from Reaction yield outcomes from USPTO patents with 853,638 reactions. The task is: Predict the reaction yield, written as a fraction of the theoretical maximum amount of product (1.0 means a 100% yield; for example, 0.34 means a 34% yield). (1) The reactants are C(OC([N:8]1[CH2:12][CH2:11][CH:10]([C:13]2[CH:18]=[CH:17][C:16]([NH:19][C:20](=[O:28])[CH2:21][C:22]3[CH:27]=[CH:26][CH:25]=[CH:24][CH:23]=3)=[CH:15][CH:14]=2)[CH2:9]1)=O)(C)(C)C.[ClH:29]. The catalyst is C1COCC1.O1CCOCC1.C(OCC)C. The product is [ClH:29].[C:22]1([CH2:21][C:20]([NH:19][C:16]2[CH:17]=[CH:18][C:13]([CH:10]3[CH2:11][CH2:12][NH:8][CH2:9]3)=[CH:14][CH:15]=2)=[O:28])[CH:27]=[CH:26][CH:25]=[CH:24][CH:23]=1. The yield is 0.830. (2) The reactants are B(Br)(Br)Br.C[O:6][C:7]1[CH:34]=[CH:33][C:10]2[CH2:11][C@@H:12]([CH2:28][C:29]([O:31][CH3:32])=[O:30])[C:13](=[O:27])[N:14]([CH2:16][C:17]3[CH:22]=[CH:21][C:20]([C:23]([F:26])([F:25])[F:24])=[CH:19][CH:18]=3)[CH2:15][C:9]=2[CH:8]=1. The catalyst is C(Cl)Cl. The product is [OH:6][C:7]1[CH:34]=[CH:33][C:10]2[CH2:11][C@@H:12]([CH2:28][C:29]([O:31][CH3:32])=[O:30])[C:13](=[O:27])[N:14]([CH2:16][C:17]3[CH:18]=[CH:19][C:20]([C:23]([F:26])([F:24])[F:25])=[CH:21][CH:22]=3)[CH2:15][C:9]=2[CH:8]=1. The yield is 0.920. (3) The reactants are [NH2:1][CH2:2][C:3]1[CH:8]=[CH:7][C:6]([C:9]2[C:10]3[C:11]4[CH:23]=[CH:22][S:21][C:12]=4[C:13](=[O:20])[NH:14][C:15]=3[CH:16]=[CH:17][C:18]=2[OH:19])=[CH:5][CH:4]=1.[C:24](O[C:24]([O:26][C:27]([CH3:30])([CH3:29])[CH3:28])=[O:25])([O:26][C:27]([CH3:30])([CH3:29])[CH3:28])=[O:25]. No catalyst specified. The product is [OH:19][C:18]1[CH:17]=[CH:16][C:15]2[NH:14][C:13](=[O:20])[C:12]3[S:21][CH:22]=[CH:23][C:11]=3[C:10]=2[C:9]=1[C:6]1[CH:5]=[CH:4][C:3]([CH2:2][NH:1][C:24](=[O:25])[O:26][C:27]([CH3:30])([CH3:29])[CH3:28])=[CH:8][CH:7]=1. The yield is 0.360. (4) The reactants are [OH:1][C:2]1[C:3]([C:12](=[O:21])[CH2:13][C:14]([O:16][C:17]([CH3:20])([CH3:19])[CH3:18])=[O:15])=[CH:4][C:5]2[C:10]([CH:11]=1)=[CH:9][CH:8]=[CH:7][CH:6]=2.[CH:22](=O)[C:23]1[CH:28]=[CH:27][CH:26]=[CH:25][CH:24]=1.N1CCCCC1.C(O)(=O)C. The catalyst is C1C=CC=CC=1. The product is [OH:1][C:2]1[C:3]([C:12](/[C:13](=[CH:22]\[C:23]2[CH:28]=[CH:27][CH:26]=[CH:25][CH:24]=2)/[C:14]([O:16][C:17]([CH3:18])([CH3:20])[CH3:19])=[O:15])=[O:21])=[CH:4][C:5]2[C:10]([CH:11]=1)=[CH:9][CH:8]=[CH:7][CH:6]=2. The yield is 0.570.